This data is from HIV replication inhibition screening data with 41,000+ compounds from the AIDS Antiviral Screen. The task is: Binary Classification. Given a drug SMILES string, predict its activity (active/inactive) in a high-throughput screening assay against a specified biological target. (1) The compound is Cc1ccc(-c2n[nH]c(=O)[nH]2)cc1[N+](=O)[O-]. The result is 0 (inactive). (2) The drug is O=C(c1ccccc1)N1CCc2c([nH]c3ccccc23)C1. The result is 0 (inactive). (3) The molecule is Oc1ccccc1C=NCCSSCCN=Cc1ccccc1O. The result is 0 (inactive). (4) The molecule is N#CC(=Cn1c(=S)[nH]c2ccc([N+](=O)[O-])cc21)C(=O)c1ccc2ccccc2c1. The result is 0 (inactive). (5) The molecule is Oc1ccc(-c2c3ccccc3c(-c3ccc(O)cc3)c3ccccc23)cc1. The result is 0 (inactive). (6) The molecule is Oc1c(OCc2nnc(CCCCCCCCc3nnc(COc4ccc5ccccc5c4O)n3Nc3ccccc3)n2Nc2ccccc2)ccc2ccccc12. The result is 0 (inactive). (7) The molecule is CC(C)(C)c1cc(C2COC(=O)COCCOCC(=O)OCCOCCO2)cc(C(C)(C)C)c1O. The result is 0 (inactive).